This data is from Full USPTO retrosynthesis dataset with 1.9M reactions from patents (1976-2016). The task is: Predict the reactants needed to synthesize the given product. (1) Given the product [CH2:11]([O:18][C:19]1[CH:26]=[CH:25][CH:24]=[CH:23][C:20]=1[CH:21]([C:6]1[CH:7]=[CH:8][C:3]([S:2][CH3:1])=[CH:4][CH:5]=1)[OH:22])[C:12]1[CH:13]=[CH:14][CH:15]=[CH:16][CH:17]=1, predict the reactants needed to synthesize it. The reactants are: [CH3:1][S:2][C:3]1[CH:8]=[CH:7][C:6]([Mg]Br)=[CH:5][CH:4]=1.[CH2:11]([O:18][C:19]1[CH:26]=[CH:25][CH:24]=[CH:23][C:20]=1[CH:21]=[O:22])[C:12]1[CH:17]=[CH:16][CH:15]=[CH:14][CH:13]=1.[Cl-].[NH4+]. (2) Given the product [OH:32][B:28]1[C:17]2[CH:18]=[C:19]([O:21][CH:22]3[CH2:27][CH2:26][CH2:25][CH2:24][O:23]3)[CH:20]=[C:13]([CH3:12])[C:14]=2[CH:30]([CH2:1][S:2]([O:5][CH3:6])(=[O:4])=[O:3])[O:29]1, predict the reactants needed to synthesize it. The reactants are: [CH3:1][S:2]([O:5][CH3:6])(=[O:4])=[O:3].[Li]CCCC.[CH3:12][C:13]1[CH:20]=[C:19]([O:21][CH:22]2[CH2:27][CH2:26][CH2:25][CH2:24][O:23]2)[CH:18]=[C:17]([B:28]2[O:32]C(C)(C)[C:30](C)(C)[O:29]2)[C:14]=1C=O. (3) Given the product [CH3:24][C:18]1[CH:19]=[CH:20][C:21]([OH:23])=[CH:22][C:17]=1[CH2:16][CH2:15][CH2:14][NH:13][C:9]1[N:8]=[C:7]([CH3:25])[C:6]([C:4]([OH:5])=[O:3])=[C:11]([CH3:12])[N:10]=1, predict the reactants needed to synthesize it. The reactants are: C([O:3][C:4]([C:6]1[C:7]([CH3:25])=[N:8][C:9]([NH:13][CH2:14][CH2:15][CH2:16][C:17]2[CH:22]=[C:21]([OH:23])[CH:20]=[CH:19][C:18]=2[CH3:24])=[N:10][C:11]=1[CH3:12])=[O:5])C.O.[OH-].[Li+].